This data is from Catalyst prediction with 721,799 reactions and 888 catalyst types from USPTO. The task is: Predict which catalyst facilitates the given reaction. (1) Reactant: [OH:1][CH2:2][CH2:3][C@H:4]1[CH2:6][C@@H:5]1[C:7]1[CH:12]=[CH:11][C:10]([C:13]2[CH:18]=[CH:17][C:16]([C:19]#[N:20])=[CH:15][CH:14]=2)=[CH:9][CH:8]=1.[CH3:21][S:22](Cl)(=[O:24])=[O:23].C(N(CC)CC)C.O. Product: [CH3:21][S:22]([O:1][CH2:2][CH2:3][C@H:4]1[CH2:6][C@@H:5]1[C:7]1[CH:12]=[CH:11][C:10]([C:13]2[CH:14]=[CH:15][C:16]([C:19]#[N:20])=[CH:17][CH:18]=2)=[CH:9][CH:8]=1)(=[O:24])=[O:23]. The catalyst class is: 4. (2) Reactant: [H-].[Na+].[Cl:3][C:4]1[C:9]([Cl:10])=[CH:8][CH:7]=[CH:6][C:5]=1[S:11]([NH:14][C:15]1[C:20](Br)=[N:19][C:18]([Br:22])=[CH:17][N:16]=1)(=[O:13])=[O:12].[C:23]([O:27][C:28]([N:30]1[CH2:34][CH2:33][CH2:32][CH:31]1[CH2:35][OH:36])=[O:29])(C)(C)[CH3:24]. Product: [C:28]([O:27][CH2:23][CH3:24])(=[O:29])[CH3:4].[CH3:34][CH2:33][CH2:32][CH:31]([CH3:35])[CH3:4].[Br:22][C:18]1[N:19]=[C:20]([O:36][CH2:35][C@@H:31]2[CH2:32][CH2:33][CH2:34][NH:30]2)[C:15]([NH:14][S:11]([C:5]2[CH:6]=[CH:7][CH:8]=[C:9]([Cl:10])[C:4]=2[Cl:3])(=[O:13])=[O:12])=[N:16][CH:17]=1. The catalyst class is: 57. (3) Reactant: [CH:1]1([CH2:4][N:5]([C@@H:13]2[CH2:15][C@H:14]2[C:16]2[CH:21]=[CH:20][CH:19]=[C:18]([C:22](=[O:30])[NH:23][C:24]3[CH:29]=[CH:28][CH:27]=[CH:26][CH:25]=3)[CH:17]=2)C(=O)OC(C)(C)C)[CH2:3][CH2:2]1.[ClH:31].C(OCC)(=O)C. Product: [ClH:31].[CH:1]1([CH2:4][NH:5][C@@H:13]2[CH2:15][C@H:14]2[C:16]2[CH:17]=[C:18]([CH:19]=[CH:20][CH:21]=2)[C:22]([NH:23][C:24]2[CH:29]=[CH:28][CH:27]=[CH:26][CH:25]=2)=[O:30])[CH2:3][CH2:2]1. The catalyst class is: 1.